Dataset: Peptide-MHC class II binding affinity with 134,281 pairs from IEDB. Task: Regression. Given a peptide amino acid sequence and an MHC pseudo amino acid sequence, predict their binding affinity value. This is MHC class II binding data. The peptide sequence is AAATAGTTVYGAFWA. The MHC is HLA-DPA10103-DPB10401 with pseudo-sequence HLA-DPA10103-DPB10401. The binding affinity (normalized) is 0.0828.